This data is from Forward reaction prediction with 1.9M reactions from USPTO patents (1976-2016). The task is: Predict the product of the given reaction. Given the reactants [CH2:1]([O:3][C:4]([C@H:6]1[CH2:11][CH2:10][N:9]([C:12]([O:14][C:15]([CH3:18])([CH3:17])[CH3:16])=[O:13])[CH2:8][C@H:7]1[C:19]1[CH:24]=[CH:23][CH:22]=[CH:21][CH:20]=1)=[O:5])[CH3:2].CC[O-].[Na+], predict the reaction product. The product is: [CH2:1]([O:3][C:4]([C@@H:6]1[CH2:11][CH2:10][N:9]([C:12]([O:14][C:15]([CH3:18])([CH3:16])[CH3:17])=[O:13])[CH2:8][C@H:7]1[C:19]1[CH:20]=[CH:21][CH:22]=[CH:23][CH:24]=1)=[O:5])[CH3:2].